The task is: Binary Classification. Given a drug SMILES string, predict its activity (active/inactive) in a high-throughput screening assay against a specified biological target.. This data is from Tyrosyl-DNA phosphodiesterase HTS with 341,365 compounds. (1) The drug is O1CCN(CCCn2c(c3c(n(c(=O)n(c3=O)C)C)c2)c2ccccc2)CC1. The result is 0 (inactive). (2) The drug is S(CC(=O)N1CCN(CC1)c1ccccc1)c1oc2c(n1)cccc2. The result is 0 (inactive). (3) The drug is S(=O)(=O)(N1CC(CCC1)C(=O)Nc1ncccc1C)c1c([nH]c(c1C(OCC)=O)C)C. The result is 0 (inactive). (4) The molecule is O=C(NCc1ccc(cc1)C(OC)=O)CCNC(=O)c1occc1. The result is 0 (inactive). (5) The compound is OC(=O)C1C(CC(=CC1C)C)C(=O)Nc1cccnc1. The result is 0 (inactive). (6) The molecule is S1C2N(C(=O)C2NC(=O)/C(=N/OC)c2nc(sc2)N)C(=C(C1)CSc1n(nc([O-])c(=O)n1)C)C([O-])=O. The result is 1 (active). (7) The compound is S(c1n(Cc2ccccc2)c(nc1[N+]([O-])=O)C)CC(=O)N. The result is 0 (inactive). (8) The drug is s1c(c2nc(sc2)NC(=O)CC)cc([N+]([O-])=O)c1. The result is 0 (inactive). (9) The drug is O=C(N1CCN(CC1)Cc1cccnc1)COc1ccc(cc1)C. The result is 0 (inactive).